Dataset: Reaction yield outcomes from USPTO patents with 853,638 reactions. Task: Predict the reaction yield, written as a fraction of the theoretical maximum amount of product (1.0 means a 100% yield; for example, 0.34 means a 34% yield). (1) The reactants are [CH2:1]([O:4][C:5]1[CH:39]=[C:38]([C:40]([N:42]([CH2:44][C:45]2[C:58]3[C:53](=[CH:54][CH:55]=[CH:56][CH:57]=3)[C:52]([CH2:59][N:60](C)[C:61](=O)OC(C)(C)C)=[C:51]3[C:46]=2[CH:47]=[CH:48][CH:49]=[CH:50]3)[CH3:43])=[O:41])[CH:37]=[CH:36][C:6]=1[C:7]([N:9]([CH2:11][C:12]1[C:25]2[C:20](=[CH:21][CH:22]=[CH:23][CH:24]=2)[C:19]([CH2:26][N:27](C)[C:28](=O)OC(C)(C)C)=[C:18]2[C:13]=1[CH:14]=[CH:15][CH:16]=[CH:17]2)[CH3:10])=[O:8])[C:2]#[CH:3].FC(F)(F)C(O)=O. The catalyst is C(Cl)Cl. The product is [CH3:10][N:9]([CH2:11][C:12]1[C:25]2[C:20](=[CH:21][CH:22]=[CH:23][CH:24]=2)[C:19]([CH2:26][NH:27][CH3:28])=[C:18]2[C:13]=1[CH:14]=[CH:15][CH:16]=[CH:17]2)[C:7](=[O:8])[C:6]1[CH:36]=[CH:37][C:38]([C:40]([N:42]([CH3:43])[CH2:44][C:45]2[C:46]3[C:51](=[CH:50][CH:49]=[CH:48][CH:47]=3)[C:52]([CH2:59][NH:60][CH3:61])=[C:53]3[C:58]=2[CH:57]=[CH:56][CH:55]=[CH:54]3)=[O:41])=[CH:39][C:5]=1[O:4][CH2:1][C:2]#[CH:3]. The yield is 0.820. (2) The product is [Cl:39][C:40]1[CH:45]=[CH:44][C:43]([C:2]2[CH:11]=[C:10]([C@H:12]([C@@H:14]3[CH2:19][CH2:18][CH2:17][CH2:16][N:15]3[C:20]([C:33]3[CH:38]=[CH:37][CH:36]=[CH:35][CH:34]=3)([C:27]3[CH:32]=[CH:31][CH:30]=[CH:29][CH:28]=3)[C:21]3[CH:26]=[CH:25][CH:24]=[CH:23][CH:22]=3)[OH:13])[C:9]3[C:4](=[CH:5][CH:6]=[CH:7][CH:8]=3)[N:3]=2)=[CH:42][CH:41]=1. The reactants are Br[C:2]1[CH:11]=[C:10]([C@H:12]([C@@H:14]2[CH2:19][CH2:18][CH2:17][CH2:16][N:15]2[C:20]([C:33]2[CH:38]=[CH:37][CH:36]=[CH:35][CH:34]=2)([C:27]2[CH:32]=[CH:31][CH:30]=[CH:29][CH:28]=2)[C:21]2[CH:26]=[CH:25][CH:24]=[CH:23][CH:22]=2)[OH:13])[C:9]2[C:4](=[CH:5][CH:6]=[CH:7][CH:8]=2)[N:3]=1.[Cl:39][C:40]1[CH:45]=[CH:44][C:43](B(O)O)=[CH:42][CH:41]=1.C([O-])([O-])=O.[K+].[K+]. The catalyst is CC1OCCC1.C1C=CC(P(C2C=CC=CC=2)[C-]2C=CC=C2)=CC=1.C1C=CC(P(C2C=CC=CC=2)[C-]2C=CC=C2)=CC=1.Cl[Pd]Cl.[Fe+2]. The yield is 0.990. (3) The reactants are [CH3:1][C:2]1[CH:3]=[C:4]([CH:7]=[C:8]([N+:35]([O-])=O)[C:9]=1[C:10]#[C:11][CH2:12][C:13]([OH:34])([CH2:18][C:19]1([CH3:33])[C:28]2[C:23](=[CH:24][CH:25]=[C:26]([S:29]([CH3:32])(=[O:31])=[O:30])[CH:27]=2)[O:22][CH2:21][CH2:20]1)[C:14]([F:17])([F:16])[F:15])[C:5]#[N:6]. The catalyst is C(O)C.C(O)(=O)C.C(OCC)(=O)C.[Fe]. The product is [NH2:35][C:8]1[CH:7]=[C:4]([CH:3]=[C:2]([CH3:1])[C:9]=1[C:10]#[C:11][CH2:12][C:13]([OH:34])([CH2:18][C:19]1([CH3:33])[C:28]2[C:23](=[CH:24][CH:25]=[C:26]([S:29]([CH3:32])(=[O:31])=[O:30])[CH:27]=2)[O:22][CH2:21][CH2:20]1)[C:14]([F:17])([F:15])[F:16])[C:5]#[N:6]. The yield is 0.680. (4) The reactants are [CH2:1]([C@@H:8]1[C@@H:16]([OH:17])[C@H:15]([CH3:18])[O:14][C:13](=[O:19])[C@@H:12]([NH:20][C:21](=[O:27])[O:22][C:23]([CH3:26])([CH3:25])[CH3:24])[CH2:11][O:10][CH2:9]1)[C:2]1[CH:7]=[CH:6][CH:5]=[CH:4][CH:3]=1.[C:28]([O:32][CH2:33][C:34]1[CH:39]=[CH:38][CH:37]=[CH:36][CH:35]=1)(=[O:31])[C:29]#[CH:30].Cl. The catalyst is C(Cl)Cl.C1N2CCN(CC2)C1. The product is [CH2:1]([C@H:8]1[CH2:9][O:10][CH2:11][C@H:12]([NH:20][C:21]([O:22][C:23]([CH3:26])([CH3:25])[CH3:24])=[O:27])[C:13](=[O:19])[O:14][C@@H:15]([CH3:18])[C@@H:16]1[O:17]/[CH:30]=[CH:29]/[C:28]([O:32][CH2:33][C:34]1[CH:39]=[CH:38][CH:37]=[CH:36][CH:35]=1)=[O:31])[C:2]1[CH:3]=[CH:4][CH:5]=[CH:6][CH:7]=1. The yield is 0.960. (5) The reactants are [C:1]([C:5]1[CH:6]=[C:7]([NH2:17])[N:8]([C:10]2[CH:11]=[N:12][C:13]([CH3:16])=[CH:14][CH:15]=2)[N:9]=1)([CH3:4])([CH3:3])[CH3:2].[OH-].[Na+].Cl[C:21]([O:23][CH2:24][C:25]([Cl:28])([Cl:27])[Cl:26])=[O:22]. The catalyst is C(OCC)(=O)C. The product is [Cl:26][C:25]([Cl:28])([Cl:27])[CH2:24][O:23][C:21](=[O:22])[NH:17][C:7]1[N:8]([C:10]2[CH:11]=[N:12][C:13]([CH3:16])=[CH:14][CH:15]=2)[N:9]=[C:5]([C:1]([CH3:4])([CH3:3])[CH3:2])[CH:6]=1. The yield is 0.607. (6) The reactants are Br[C:2]1[CH:3]=[C:4]([C:8]2[N:9]=[C:10]([C:17]([NH2:19])=[O:18])[N:11]3[CH:16]=[CH:15][CH:14]=[N:13][C:12]=23)[CH:5]=[CH:6][CH:7]=1.[C:20]([C@:22]1([OH:29])[CH2:26][CH2:25][N:24]([CH3:27])[C:23]1=[O:28])#[CH:21]. No catalyst specified. The product is [OH:29][C@@:22]1([C:20]#[C:21][C:2]2[CH:3]=[C:4]([C:8]3[N:9]=[C:10]([C:17]([NH2:19])=[O:18])[N:11]4[CH:16]=[CH:15][CH:14]=[N:13][C:12]=34)[CH:5]=[CH:6][CH:7]=2)[CH2:26][CH2:25][N:24]([CH3:27])[C:23]1=[O:28]. The yield is 0.310.